Task: Predict the reaction yield, written as a fraction of the theoretical maximum amount of product (1.0 means a 100% yield; for example, 0.34 means a 34% yield).. Dataset: Reaction yield outcomes from USPTO patents with 853,638 reactions (1) The reactants are [NH2:1][C:2]1[O:6][C:5]([C:7]2[C:8]([CH:32]3[CH2:35][CH2:34][CH2:33]3)=[CH:9][C:10]([CH2:30][CH3:31])=[C:11]([CH:29]=2)[C:12]([N:14]2[CH2:19][CH2:18][C:17]([C:21]3[CH:28]=[CH:27][C:24]([C:25]#[N:26])=[CH:23][CH:22]=3)([F:20])[CH2:16][CH2:15]2)=[O:13])=[N:4][N:3]=1.[OH-].[K+].[CH3:38]O. No catalyst specified. The product is [CH:32]1([C:8]2[C:7]([C:5]3[NH:1][C:2]([O:6][CH3:38])=[N:3][N:4]=3)=[CH:29][C:11]([C:12]([N:14]3[CH2:15][CH2:16][C:17]([C:21]4[CH:22]=[CH:23][C:24]([C:25]#[N:26])=[CH:27][CH:28]=4)([F:20])[CH2:18][CH2:19]3)=[O:13])=[C:10]([CH2:30][CH3:31])[CH:9]=2)[CH2:35][CH2:34][CH2:33]1. The yield is 0.100. (2) The reactants are [NH2:1][C:2]1[S:3][C:4]2[C:9]([NH:10][C@H:11]([CH2:14][CH2:15][CH3:16])[CH2:12][OH:13])=[N:8][C:7]([S:17]CC3C=CC=CC=3)=[N:6][C:5]=2[N:25]=1.[Na]. The catalyst is N. The product is [NH2:1][C:2]1[S:3][C:4]2[C:9]([NH:10][C@H:11]([CH2:14][CH2:15][CH3:16])[CH2:12][OH:13])=[N:8][C:7]([SH:17])=[N:6][C:5]=2[N:25]=1. The yield is 0.800. (3) The reactants are [CH3:1][C:2]1[CH:7]=[C:6]([N:8]2[CH2:13][CH2:12][CH:11]([C:14]([O:16]CC)=[O:15])[CH2:10][CH2:9]2)[CH:5]=[CH:4][N:3]=1.[OH-].[Na+].O.Cl. The catalyst is CO. The product is [CH3:1][C:2]1[CH:7]=[C:6]([N:8]2[CH2:9][CH2:10][CH:11]([C:14]([OH:16])=[O:15])[CH2:12][CH2:13]2)[CH:5]=[CH:4][N:3]=1. The yield is 0.830. (4) The yield is 0.650. The product is [C:1]([O:5][NH:6][C:7]([CH2:9][CH2:10][CH2:11][CH2:12][CH2:13][CH2:14][NH:15][C:17]1[N:18]=[N+:19]([O-:27])[C:20]2[CH:26]=[CH:25][CH:24]=[CH:23][C:21]=2[N:22]=1)=[O:8])([CH3:4])([CH3:3])[CH3:2]. The catalyst is C(Cl)Cl. The reactants are [C:1]([O:5][NH:6][C:7]([CH2:9][CH2:10][CH2:11][CH2:12][CH2:13][CH2:14][NH2:15])=[O:8])([CH3:4])([CH3:3])[CH3:2].Cl[C:17]1[N:18]=[N+:19]([O-:27])[C:20]2[CH:26]=[CH:25][CH:24]=[CH:23][C:21]=2[N:22]=1.CCN(CC)CC. (5) The reactants are [C:1]([O:5][C:6]([N:8]1[CH2:15][CH:14]2[N:16]([C:17]([O:19][C:20]([CH3:23])([CH3:22])[CH3:21])=[O:18])[CH:10]([CH2:11][C:12]([C:27]3[S:31][C:30]([CH2:32][CH2:33][CH2:34][O:35][Si:36]([C:39]([CH3:42])([CH3:41])[CH3:40])([CH3:38])[CH3:37])=[N:29][CH:28]=3)=[C:13]2[C:24](O)=[O:25])[CH2:9]1)=[O:7])([CH3:4])([CH3:3])[CH3:2].CCN=C=NCCCN(C)C.Cl.C1C=CC2N(O)N=NC=2C=1.CCN(C(C)C)C(C)C.[CH:74]1([NH:77][CH2:78][C:79]2[CH:84]=[CH:83][CH:82]=[C:81]([O:85][CH3:86])[C:80]=2[CH3:87])[CH2:76][CH2:75]1. The catalyst is C(Cl)Cl.CN(C1C=CN=CC=1)C. The product is [C:1]([O:5][C:6]([N:8]1[CH2:15][CH:14]2[N:16]([C:17]([O:19][C:20]([CH3:21])([CH3:22])[CH3:23])=[O:18])[CH:10]([CH2:11][C:12]([C:27]3[S:31][C:30]([CH2:32][CH2:33][CH2:34][O:35][Si:36]([C:39]([CH3:41])([CH3:40])[CH3:42])([CH3:38])[CH3:37])=[N:29][CH:28]=3)=[C:13]2[C:24](=[O:25])[N:77]([CH:74]2[CH2:76][CH2:75]2)[CH2:78][C:79]2[CH:84]=[CH:83][CH:82]=[C:81]([O:85][CH3:86])[C:80]=2[CH3:87])[CH2:9]1)=[O:7])([CH3:4])([CH3:2])[CH3:3]. The yield is 0.560. (6) The product is [O:25]=[C:6]1[C:7]2([C:17]3=[CH:18][C:19]4[O:23][CH2:22][O:21][C:20]=4[CH:24]=[C:16]3[O:15][CH2:14]2)[C:8]2[C:13](=[CH:12][CH:11]=[CH:10][CH:9]=2)[N:5]1[CH2:4][CH2:3][CH:2]=[O:1]. The catalyst is ClCCl.C(OCC)(=O)C. The reactants are [OH:1][CH2:2][CH2:3][CH2:4][N:5]1[C:13]2[C:8](=[CH:9][CH:10]=[CH:11][CH:12]=2)[C:7]2([C:17]3=[CH:18][C:19]4[O:23][CH2:22][O:21][C:20]=4[CH:24]=[C:16]3[O:15][CH2:14]2)[C:6]1=[O:25].CC(OI1(OC(C)=O)(OC(C)=O)OC(=O)C2C1=CC=CC=2)=O. The yield is 0.800. (7) The reactants are Br[C:2]1[CH:3]=[C:4]([C:12]2[N:13]=[C:14]([CH2:17][CH2:18][C:19]([O:21][CH3:22])=[O:20])[O:15][CH:16]=2)[CH:5]=[C:6]([C:8]([F:11])([F:10])[F:9])[CH:7]=1.[S:23]1[CH:27]=[CH:26][CH:25]=[C:24]1B(O)O.C(=O)([O-])[O-].[Na+].[Na+]. The catalyst is C1(C)C=CC=CC=1.C1C=CC([P]([Pd]([P](C2C=CC=CC=2)(C2C=CC=CC=2)C2C=CC=CC=2)([P](C2C=CC=CC=2)(C2C=CC=CC=2)C2C=CC=CC=2)[P](C2C=CC=CC=2)(C2C=CC=CC=2)C2C=CC=CC=2)(C2C=CC=CC=2)C2C=CC=CC=2)=CC=1. The product is [S:23]1[CH:27]=[CH:26][CH:25]=[C:24]1[C:2]1[CH:3]=[C:4]([C:12]2[N:13]=[C:14]([CH2:17][CH2:18][C:19]([O:21][CH3:22])=[O:20])[O:15][CH:16]=2)[CH:5]=[C:6]([C:8]([F:11])([F:10])[F:9])[CH:7]=1. The yield is 0.320. (8) The reactants are [H-].[H-].[H-].[H-].[Li+].[Al+3].C(O[C:15](=O)[NH:16][C@H:17]1[CH2:22][CH2:21][C@H:20]([OH:23])[CH2:19][CH2:18]1)C1C=CC=CC=1.[O-]S([O-])(=O)=O.[Na+].[Na+].O. The catalyst is C1COCC1. The product is [CH3:15][NH:16][C@H:17]1[CH2:22][CH2:21][C@H:20]([OH:23])[CH2:19][CH2:18]1. The yield is 0.460. (9) The yield is 0.800. The product is [CH3:32][N:14]([C@H:10]1[CH2:11][CH2:12][CH2:13][NH:8][CH2:9]1)[C:15]1[N:20]=[CH:19][N:18]=[C:17]2[N:21]([CH2:24][O:25][CH2:26][CH2:27][Si:28]([CH3:29])([CH3:30])[CH3:31])[N:22]=[CH:23][C:16]=12. The reactants are C([N:8]1[CH2:13][CH2:12][CH2:11][C@H:10]([N:14]([CH3:32])[C:15]2[N:20]=[CH:19][N:18]=[C:17]3[N:21]([CH2:24][O:25][CH2:26][CH2:27][Si:28]([CH3:31])([CH3:30])[CH3:29])[N:22]=[CH:23][C:16]=23)[CH2:9]1)C1C=CC=CC=1.C([O-])=O.[NH4+]. The catalyst is CO.[Pd].